Dataset: CYP1A2 inhibition data for predicting drug metabolism from PubChem BioAssay. Task: Regression/Classification. Given a drug SMILES string, predict its absorption, distribution, metabolism, or excretion properties. Task type varies by dataset: regression for continuous measurements (e.g., permeability, clearance, half-life) or binary classification for categorical outcomes (e.g., BBB penetration, CYP inhibition). Dataset: cyp1a2_veith. (1) The drug is Cc1cc(=O)oc2cc(OCC(=O)Nc3nnc(CC(C)C)s3)ccc12. The result is 0 (non-inhibitor). (2) The drug is CN(Cc1ccco1)c1ncnc2ccc(-c3ccccc3Cl)cc12. The result is 1 (inhibitor).